Dataset: Catalyst prediction with 721,799 reactions and 888 catalyst types from USPTO. Task: Predict which catalyst facilitates the given reaction. Reactant: C([O:8][C:9]1[CH:29]=[CH:28][C:12]([O:13][CH2:14][CH2:15][C:16]2[N:17]=[C:18]([C:22]3[CH:27]=[CH:26][CH:25]=[CH:24][CH:23]=3)[O:19][C:20]=2[CH3:21])=[C:11]([CH2:30][CH2:31][C:32]2[CH:37]=[CH:36][CH:35]=[CH:34][CH:33]=2)[CH:10]=1)C1C=CC=CC=1.[H][H]. Product: [CH2:30]([C:11]1[CH:10]=[C:9]([OH:8])[CH:29]=[CH:28][C:12]=1[O:13][CH2:14][CH2:15][C:16]1[N:17]=[C:18]([C:22]2[CH:27]=[CH:26][C:25]([C:9]3[CH:29]=[CH:28][CH:12]=[CH:11][CH:10]=3)=[CH:24][CH:23]=2)[O:19][C:20]=1[CH3:21])[CH2:31][C:32]1[CH:33]=[CH:34][CH:35]=[CH:36][CH:37]=1. The catalyst class is: 29.